Dataset: Peptide-MHC class I binding affinity with 185,985 pairs from IEDB/IMGT. Task: Regression. Given a peptide amino acid sequence and an MHC pseudo amino acid sequence, predict their binding affinity value. This is MHC class I binding data. (1) The peptide sequence is DEPASTEPVHDQLL. The MHC is HLA-A24:02 with pseudo-sequence HLA-A24:02. The binding affinity (normalized) is 0. (2) The peptide sequence is EVDQTKIQY. The MHC is HLA-A01:01 with pseudo-sequence HLA-A01:01. The binding affinity (normalized) is 0.528. (3) The peptide sequence is GYGATSSSL. The MHC is HLA-A01:01 with pseudo-sequence HLA-A01:01. The binding affinity (normalized) is 0.0508. (4) The peptide sequence is VCYVPHFK. The MHC is HLA-B27:05 with pseudo-sequence HLA-B27:05. The binding affinity (normalized) is 0. (5) The peptide sequence is MIAAYTAAL. The MHC is HLA-A02:06 with pseudo-sequence HLA-A02:06. The binding affinity (normalized) is 0.796. (6) The peptide sequence is FSPGTSGSPI. The MHC is HLA-B51:01 with pseudo-sequence HLA-B51:01. The binding affinity (normalized) is 0.126. (7) The peptide sequence is NPALRMKWM. The MHC is HLA-A31:01 with pseudo-sequence HLA-A31:01. The binding affinity (normalized) is 0.0847. (8) The peptide sequence is HCIDKTPGL. The MHC is HLA-B44:02 with pseudo-sequence HLA-B44:02. The binding affinity (normalized) is 0.0847. (9) The peptide sequence is PAMCNVYI. The MHC is H-2-Kb with pseudo-sequence H-2-Kb. The binding affinity (normalized) is 0.0108. (10) The peptide sequence is KTFDTEYQK. The MHC is HLA-A11:01 with pseudo-sequence HLA-A11:01. The binding affinity (normalized) is 0.724.